Predict which catalyst facilitates the given reaction. From a dataset of Catalyst prediction with 721,799 reactions and 888 catalyst types from USPTO. (1) Reactant: [C:1]1(C#N)[C:10]2[C:5](=[CH:6][CH:7]=[CH:8][CH:9]=2)[CH:4]=[CH:3][N:2]=1.C[Mg]Br.CC[O:18][CH2:19][CH3:20]. Product: [C:1]1([C:19](=[O:18])[CH3:20])[C:10]2[C:5](=[CH:6][CH:7]=[CH:8][CH:9]=2)[CH:4]=[CH:3][N:2]=1. The catalyst class is: 1. (2) Reactant: [NH2:1][CH2:2][CH2:3][O:4][CH2:5][CH2:6][OH:7].[OH-].[Na+].[C:10](O[C:10]([O:12][C:13]([CH3:16])([CH3:15])[CH3:14])=[O:11])([O:12][C:13]([CH3:16])([CH3:15])[CH3:14])=[O:11]. Product: [C:10]([CH:6]([OH:7])[CH2:5][O:4][CH2:3][CH2:2][NH2:1])([O:12][C:13]([CH3:16])([CH3:15])[CH3:14])=[O:11]. The catalyst class is: 7. (3) Reactant: [CH:1]1[C:13]2[N:12]([C:14]3[CH:15]=[C:16]([C:33]4[O:37][C:36]([C:38]5[CH:39]=[C:40]([OH:44])[CH:41]=[CH:42][CH:43]=5)=[N:35][N:34]=4)[CH:17]=[C:18]([N:20]4[C:32]5[CH:31]=[CH:30][CH:29]=[CH:28][C:27]=5[C:26]5[C:21]4=[CH:22][CH:23]=[CH:24][CH:25]=5)[CH:19]=3)[C:11]3[C:6](=[CH:7][CH:8]=[CH:9][CH:10]=3)[C:5]=2[CH:4]=[CH:3][CH:2]=1.[C:45]([O:50][CH2:51][CH2:52]Br)(=[O:49])[C:46]([CH3:48])=[CH2:47].C([O-])([O-])=O.[K+].[K+].O. Product: [C:45]([O:50][CH2:51][CH2:52][O:44][C:40]1[CH:41]=[CH:42][CH:43]=[C:38]([C:36]2[O:37][C:33]([C:16]3[CH:15]=[C:14]([N:12]4[C:11]5[CH:10]=[CH:9][CH:8]=[CH:7][C:6]=5[C:5]5[C:13]4=[CH:1][CH:2]=[CH:3][CH:4]=5)[CH:19]=[C:18]([N:20]4[C:32]5[CH:31]=[CH:30][CH:29]=[CH:28][C:27]=5[C:26]5[C:21]4=[CH:22][CH:23]=[CH:24][CH:25]=5)[CH:17]=3)=[N:34][N:35]=2)[CH:39]=1)(=[O:49])[C:46]([CH3:48])=[CH2:47]. The catalyst class is: 3. (4) Reactant: [C:1]([O:5][C:6]([C:8]1[C:9]([C:14]2[CH:19]=[CH:18][C:17]([CH2:20][N:21]3[C:25]([CH:26]=NO)=[C:24]([CH:29]=[CH2:30])[N:23]=[C:22]3[O:31][CH2:32][CH2:33][CH3:34])=[C:16]([F:35])[CH:15]=2)=[CH:10][CH:11]=[CH:12][CH:13]=1)=[O:7])([CH3:4])([CH3:3])[CH3:2].S(=O)(=O)(O)[OH:37].C.O. Product: [C:1]([O:5][C:6]([C:8]1[C:9]([C:14]2[CH:19]=[CH:18][C:17]([CH2:20][N:21]3[C:25]([CH:26]=[O:37])=[C:24]([CH:29]=[CH2:30])[N:23]=[C:22]3[O:31][CH2:32][CH2:33][CH3:34])=[C:16]([F:35])[CH:15]=2)=[CH:10][CH:11]=[CH:12][CH:13]=1)=[O:7])([CH3:3])([CH3:2])[CH3:4]. The catalyst class is: 99. (5) Reactant: [Br-:1].[Br-].[Br-].C([N+](C)(C)C)C1C=CC=CC=1.C([N+](C)(C)C)C1C=CC=CC=1.C([N+](C)(C)C)C1C=CC=CC=1.C([O-])([O-])=O.[Ca+2].[Cl:42][C:43]1[C:44]([CH3:64])=[C:45]([CH:49]=[C:50]([Cl:63])[C:51]=1[O:52][C:53]1[CH:58]=[CH:57][C:56]([OH:59])=[C:55]([CH:60]([CH3:62])[CH3:61])[CH:54]=1)[C:46]([OH:48])=[O:47]. Product: [Cl:42][C:43]1[C:44]([CH3:64])=[C:45]([CH:49]=[C:50]([Cl:63])[C:51]=1[O:52][C:53]1[CH:54]=[C:55]([CH:60]([CH3:61])[CH3:62])[C:56]([OH:59])=[C:57]([Br:1])[CH:58]=1)[C:46]([OH:48])=[O:47]. The catalyst class is: 100. (6) Reactant: Br[C:2]1[CH:3]=[CH:4][C:5]([CH2:8][C:9]2[CH:10]=[C:11]([C:20]([NH:22][C@H:23]3[CH2:28][CH2:27][CH2:26][CH2:25][C@@H:24]3[OH:29])=[O:21])[C:12](=[O:19])[N:13]3[C:18]=2[CH:17]=[CH:16][CH:15]=[CH:14]3)=[N:6][CH:7]=1.[NH:30]1[CH:34]=[CH:33][CH:32]=[N:31]1.C(=O)([O-])[O-].[Cs+].[Cs+].CN(C)[C@@H]1CCCC[C@H]1N. Product: [OH:29][C@H:24]1[CH2:25][CH2:26][CH2:27][CH2:28][C@@H:23]1[NH:22][C:20]([C:11]1[C:12](=[O:19])[N:13]2[C:18]([CH:17]=[CH:16][CH:15]=[CH:14]2)=[C:9]([CH2:8][C:5]2[CH:4]=[CH:3][C:2]([N:30]3[CH:34]=[CH:33][CH:32]=[N:31]3)=[CH:7][N:6]=2)[CH:10]=1)=[O:21]. The catalyst class is: 156. (7) Reactant: [CH2:1]([O:3][C:4]([C:6]1([NH:11][C:12]([CH:14]2[CH2:18][CH:17]([O:19][Si:20]([C:23]([CH3:26])([CH3:25])[CH3:24])([CH3:22])[CH3:21])[CH2:16][NH:15]2)=[O:13])[CH2:8][CH:7]1[CH:9]=[CH2:10])=[O:5])[CH3:2].[C:27]([O-:30])(O)=O.[Na+].C(Cl)(Cl)=O.[CH2:36]([NH:43][CH2:44][C:45]1[CH:50]=[CH:49][C:48]([O:51][CH3:52])=[CH:47][CH:46]=1)[CH2:37][CH2:38][CH2:39][CH2:40][CH:41]=[CH2:42]. Product: [CH2:1]([O:3][C:4]([C:6]1([NH:11][C:12]([CH:14]2[CH2:18][CH:17]([O:19][Si:20]([C:23]([CH3:25])([CH3:24])[CH3:26])([CH3:22])[CH3:21])[CH2:16][N:15]2[C:27](=[O:30])[N:43]([CH2:36][CH2:37][CH2:38][CH2:39][CH2:40][CH:41]=[CH2:42])[CH2:44][C:45]2[CH:50]=[CH:49][C:48]([O:51][CH3:52])=[CH:47][CH:46]=2)=[O:13])[CH2:8][CH:7]1[CH:9]=[CH2:10])=[O:5])[CH3:2]. The catalyst class is: 1. (8) Reactant: Cl.[Cl:2][C:3]1[C:8]([NH:9][NH2:10])=[N:7][CH:6]=[CH:5][N:4]=1.[C:11]([N:16]=[C:17]=[S:18])(=[O:15])[O:12][CH2:13][CH3:14].CO. Product: [Cl:2][C:3]1[C:8]([NH:9][NH:10][C:17]([NH:16][C:11](=[O:15])[O:12][CH2:13][CH3:14])=[S:18])=[N:7][CH:6]=[CH:5][N:4]=1. The catalyst class is: 22. (9) Product: [CH3:1][O:2][C:3](=[O:16])[C:4]1[CH:9]=[C:8]([C:10]([F:13])([F:12])[F:11])[C:7]([OH:14])=[C:6]([NH:15][S:24]([C:22]2[CH:23]=[C:18]([Cl:17])[CH:19]=[CH:20][C:21]=2[O:28][CH3:29])(=[O:25])=[O:26])[CH:5]=1. The catalyst class is: 11. Reactant: [CH3:1][O:2][C:3](=[O:16])[C:4]1[CH:9]=[C:8]([C:10]([F:13])([F:12])[F:11])[C:7]([OH:14])=[C:6]([NH2:15])[CH:5]=1.[Cl:17][C:18]1[CH:19]=[CH:20][C:21]([O:28][CH3:29])=[C:22]([S:24](Cl)(=[O:26])=[O:25])[CH:23]=1.